Dataset: Forward reaction prediction with 1.9M reactions from USPTO patents (1976-2016). Task: Predict the product of the given reaction. (1) Given the reactants C[O:2][C:3]1[CH:8]=[CH:7][C:6](B(O)O)=[CH:5][CH:4]=1.[CH3:12][C:13]1([CH3:29])[CH2:18][C:17]([CH3:20])([CH3:19])[CH2:16][C:15](OS(C(F)(F)F)(=O)=O)=[CH:14]1, predict the reaction product. The product is: [CH3:12][C:13]1([CH3:29])[CH2:18][C:17]([CH3:20])([CH3:19])[CH2:16][CH:15]([C:6]2[CH:7]=[CH:8][C:3]([OH:2])=[CH:4][CH:5]=2)[CH2:14]1. (2) Given the reactants [N+:1]([C:4]1[CH:9]=[CH:8][C:7]([N:10]2[CH2:15][CH2:14][N:13]([CH:16]3[CH2:21][CH2:20][O:19][CH2:18][CH2:17]3)[CH2:12][CH2:11]2)=[CH:6][CH:5]=1)([O-])=O, predict the reaction product. The product is: [O:19]1[CH2:18][CH2:17][CH:16]([N:13]2[CH2:14][CH2:15][N:10]([C:7]3[CH:8]=[CH:9][C:4]([NH2:1])=[CH:5][CH:6]=3)[CH2:11][CH2:12]2)[CH2:21][CH2:20]1. (3) Given the reactants [CH2:1]([C:8]1[CH:27]=[CH:26][CH:25]=[CH:24][C:9]=1[CH2:10][N:11]([C:14]1[CH:19]=[CH:18][C:17]([C:20]([O:22]C)=[O:21])=[CH:16][N:15]=1)[CH2:12][CH3:13])[C:2]1[CH:7]=[CH:6][CH:5]=[CH:4][CH:3]=1.[OH-].[Na+], predict the reaction product. The product is: [CH2:1]([C:8]1[CH:27]=[CH:26][CH:25]=[CH:24][C:9]=1[CH2:10][N:11]([C:14]1[CH:19]=[CH:18][C:17]([C:20]([OH:22])=[O:21])=[CH:16][N:15]=1)[CH2:12][CH3:13])[C:2]1[CH:7]=[CH:6][CH:5]=[CH:4][CH:3]=1. (4) Given the reactants O[CH2:2][C:3]1[CH:4]=[CH:5][C:6](=[O:9])[NH:7][CH:8]=1.[BrH:10], predict the reaction product. The product is: [Br:10][CH2:2][C:3]1[CH:4]=[CH:5][C:6](=[O:9])[NH:7][CH:8]=1.